From a dataset of Peptide-MHC class II binding affinity with 134,281 pairs from IEDB. Regression. Given a peptide amino acid sequence and an MHC pseudo amino acid sequence, predict their binding affinity value. This is MHC class II binding data. (1) The peptide sequence is AADLDAVAAFVESGR. The MHC is HLA-DQA10101-DQB10501 with pseudo-sequence HLA-DQA10101-DQB10501. The binding affinity (normalized) is 0.196. (2) The peptide sequence is KDKTDIHRLEPVKCD. The MHC is DRB3_0301 with pseudo-sequence DRB3_0301. The binding affinity (normalized) is 0.655. (3) The peptide sequence is GRKRPIVRILRRVHH. The MHC is HLA-DQA10401-DQB10402 with pseudo-sequence HLA-DQA10401-DQB10402. The binding affinity (normalized) is 0.260. (4) The peptide sequence is RTATNIWIDHNSFSN. The MHC is HLA-DPA10201-DPB10101 with pseudo-sequence HLA-DPA10201-DPB10101. The binding affinity (normalized) is 0.0981. (5) The peptide sequence is VTMNDVKIEYSGTNN. The MHC is DRB1_1001 with pseudo-sequence DRB1_1001. The binding affinity (normalized) is 0.221. (6) The peptide sequence is LAARTLLAAADELVG. The MHC is HLA-DQA10301-DQB10302 with pseudo-sequence HLA-DQA10301-DQB10302. The binding affinity (normalized) is 0.416.